Dataset: Reaction yield outcomes from USPTO patents with 853,638 reactions. Task: Predict the reaction yield, written as a fraction of the theoretical maximum amount of product (1.0 means a 100% yield; for example, 0.34 means a 34% yield). The reactants are C1(P(C2C=CC=CC=2)C2C=CC=CC=2)C=CC=CC=1.[CH3:20][O:21][C:22](=[O:35])[C@H:23]([CH2:32][CH2:33]O)[NH:24][C:25]([O:27][C:28]([CH3:31])([CH3:30])[CH3:29])=[O:26].C(Br)(Br)(Br)[Br:37]. The catalyst is C(Cl)Cl. The product is [CH3:20][O:21][C:22](=[O:35])[CH:23]([NH:24][C:25]([O:27][C:28]([CH3:31])([CH3:30])[CH3:29])=[O:26])[CH2:32][CH2:33][Br:37]. The yield is 0.200.